Dataset: Catalyst prediction with 721,799 reactions and 888 catalyst types from USPTO. Task: Predict which catalyst facilitates the given reaction. (1) Reactant: [NH2:1][CH:2]1[CH2:7][CH2:6][CH2:5][N:4]([C:8]2[CH:9]=[N:10][C:11]([O:17][C:18]3[CH:23]=[CH:22][C:21]([O:24][C:25]4[CH:30]=[CH:29][CH:28]=[CH:27][CH:26]=4)=[CH:20][CH:19]=3)=[C:12]([C:14]([NH2:16])=[O:15])[CH:13]=2)[CH2:3]1.C(N(CC)C(C)C)(C)C.[C:40](Cl)(=[O:44])/[CH:41]=[CH:42]/[CH3:43]. Product: [C:40]([NH:1][CH:2]1[CH2:7][CH2:6][CH2:5][N:4]([C:8]2[CH:9]=[N:10][C:11]([O:17][C:18]3[CH:23]=[CH:22][C:21]([O:24][C:25]4[CH:30]=[CH:29][CH:28]=[CH:27][CH:26]=4)=[CH:20][CH:19]=3)=[C:12]([C:14]([NH2:16])=[O:15])[CH:13]=2)[CH2:3]1)(=[O:44])/[CH:41]=[CH:42]/[CH3:43]. The catalyst class is: 2. (2) Reactant: C(=O)([O-])[O-].[K+].[K+].[I-].[K+].Cl[CH2:10][C:11]([N:13]([CH3:15])[CH3:14])=[O:12].Cl.[CH3:17][N:18]1[C:22]2[N:23]=[C:24]([C:46]#[N:47])[N:25]=[C:26]([C:27]3[CH:32]=[CH:31][C:30]([O:33][CH2:34][CH2:35][CH:36]4[CH2:41][CH2:40][NH:39][CH2:38][CH2:37]4)=[C:29]([C:42]([F:45])([F:44])[F:43])[CH:28]=3)[C:21]=2[CH:20]=[CH:19]1. Product: [C:46]([C:24]1[N:25]=[C:26]([C:27]2[CH:32]=[CH:31][C:30]([O:33][CH2:34][CH2:35][CH:36]3[CH2:37][CH2:38][N:39]([CH2:10][C:11]([N:13]([CH3:15])[CH3:14])=[O:12])[CH2:40][CH2:41]3)=[C:29]([C:42]([F:43])([F:44])[F:45])[CH:28]=2)[C:21]2[CH:20]=[CH:19][N:18]([CH3:17])[C:22]=2[N:23]=1)#[N:47]. The catalyst class is: 47. (3) Reactant: [Cl:1][C:2]1[C:3]([NH:8][NH:9][C:10](=[O:15])[C:11]([F:14])([F:13])[F:12])=[N:4][CH:5]=[CH:6][N:7]=1.N1C=CC=CC=1.[Br:22]Br.O. Product: [Br:22][C:6]1[N:7]=[C:2]([Cl:1])[C:3]([NH:8][NH:9][C:10](=[O:15])[C:11]([F:12])([F:13])[F:14])=[N:4][CH:5]=1. The catalyst class is: 52. (4) Product: [Br:1][C:2]1[CH:3]=[C:4]([CH:12]([CH3:14])[CH3:13])[C:5]([O:10][CH3:11])=[C:6]([CH:15]([O:19][CH2:20][CH3:21])[O:22][CH2:23][CH3:24])[CH:9]=1. The catalyst class is: 81. Reactant: [Br:1][C:2]1[CH:3]=[C:4]([CH:12]([CH3:14])[CH3:13])[C:5]([O:10][CH3:11])=[C:6]([CH:9]=1)C=O.[CH:15]([O:22][CH2:23][CH3:24])([O:19][CH2:20][CH3:21])OCC.